From a dataset of Kir2.1 potassium channel HTS with 301,493 compounds. Binary Classification. Given a drug SMILES string, predict its activity (active/inactive) in a high-throughput screening assay against a specified biological target. (1) The drug is S(=O)(=O)(N(Cc1cc2c([nH]c1=O)cc(cc2)C)C)C. The result is 0 (inactive). (2) The result is 0 (inactive). The drug is O=C(NC1CCCCC1)C(N(c1cc(c(n2nnnc2)cc1)C)C(=O)c1occc1)c1ccc(OCC)cc1.